Dataset: Full USPTO retrosynthesis dataset with 1.9M reactions from patents (1976-2016). Task: Predict the reactants needed to synthesize the given product. (1) Given the product [F:58][C:59]1[CH:66]=[CH:65][C:62]([CH2:63][N:22]([CH2:23][C:24]2[O:28][CH:27]=[C:26]([C:29]3[CH:57]=[CH:56][C:32]4[N:33]([C:37]([C:38]5[CH:43]=[CH:42][CH:41]=[CH:40][CH:39]=5)([C:44]5[CH:45]=[CH:46][CH:47]=[CH:48][CH:49]=5)[C:50]5[CH:51]=[CH:52][CH:53]=[CH:54][CH:55]=5)[C:34](=[O:36])[O:35][C:31]=4[CH:30]=3)[CH:25]=2)[CH:19]2[CH2:20][CH2:21][N:16]([CH3:15])[CH2:17][CH2:18]2)=[CH:61][CH:60]=1, predict the reactants needed to synthesize it. The reactants are: C(O[BH-](OC(=O)C)OC(=O)C)(=O)C.[Na+].[CH3:15][N:16]1[CH2:21][CH2:20][CH:19]([NH:22][CH2:23][C:24]2[O:28][CH:27]=[C:26]([C:29]3[CH:57]=[CH:56][C:32]4[N:33]([C:37]([C:50]5[CH:55]=[CH:54][CH:53]=[CH:52][CH:51]=5)([C:44]5[CH:49]=[CH:48][CH:47]=[CH:46][CH:45]=5)[C:38]5[CH:43]=[CH:42][CH:41]=[CH:40][CH:39]=5)[C:34](=[O:36])[O:35][C:31]=4[CH:30]=3)[CH:25]=2)[CH2:18][CH2:17]1.[F:58][C:59]1[CH:66]=[CH:65][C:62]([CH:63]=O)=[CH:61][CH:60]=1.C(O)(=O)C. (2) Given the product [CH2:6]([C@H:5]([NH:13][C:14](=[O:20])[O:15][C:16]([CH3:17])([CH3:18])[CH3:19])[C@H:4]([OH:21])[CH2:3][C@@H:2]([NH:1][C:41](=[O:42])[C@@H:40]([NH:39][C:37]([O:36][CH3:35])=[O:38])[C:44]([CH3:47])([CH3:46])[CH3:45])[CH2:22][C:23]1[CH:28]=[CH:27][C:26]([C:29]2[CH:34]=[CH:33][CH:32]=[CH:31][N:30]=2)=[CH:25][CH:24]=1)[C:7]1[CH:8]=[CH:9][CH:10]=[CH:11][CH:12]=1, predict the reactants needed to synthesize it. The reactants are: [NH2:1][C@H:2]([CH2:22][C:23]1[CH:28]=[CH:27][C:26]([C:29]2[CH:34]=[CH:33][CH:32]=[CH:31][N:30]=2)=[CH:25][CH:24]=1)[CH2:3][C@H:4]([OH:21])[C@@H:5]([NH:13][C:14](=[O:20])[O:15][C:16]([CH3:19])([CH3:18])[CH3:17])[CH2:6][C:7]1[CH:12]=[CH:11][CH:10]=[CH:9][CH:8]=1.[CH3:35][O:36][C:37]([NH:39][C@@H:40]([C:44]([CH3:47])([CH3:46])[CH3:45])[C:41](O)=[O:42])=[O:38].CCOP(ON1N=NC2C=CC=CC=2C1=O)(OCC)=O.C(N(CC)C(C)C)(C)C. (3) Given the product [O:31]1[CH2:34][CH2:33][O:32][CH:29]1[C@@H:10]1[C@@H:9]([CH2:8][O:7][CH:2]2[CH2:3][CH2:4][CH2:5][CH2:6][O:1]2)[O:13][C:12](=[O:14])[CH2:11]1, predict the reactants needed to synthesize it. The reactants are: [O:1]1[CH2:6][CH2:5][CH2:4][CH2:3][CH:2]1[O:7][CH2:8][C@H:9]1[O:13][C:12](=[O:14])[CH:11]=[CH:10]1.C(C1C=CC=CC=1)(=O)C1C=CC=CC=1.[C:29]([O:32][CH2:33][CH3:34])(=[O:31])C.C(Cl)(Cl)Cl. (4) Given the product [N:2]1[NH:16][N:17]=[N:18][C:1]=1[N:3]1[CH2:8][CH2:7][N:6]([C:9]([O:11][C:12]([CH3:15])([CH3:14])[CH3:13])=[O:10])[CH2:5][CH2:4]1, predict the reactants needed to synthesize it. The reactants are: [C:1]([N:3]1[CH2:8][CH2:7][N:6]([C:9]([O:11][C:12]([CH3:15])([CH3:14])[CH3:13])=[O:10])[CH2:5][CH2:4]1)#[N:2].[N-:16]=[N+:17]=[N-:18].[Na+].[Cl-].[NH4+].Cl. (5) Given the product [OH:1][C:2]1[C:11]2[C:6](=[CH:7][CH:8]=[CH:9][CH:10]=2)[C:5]([OH:12])=[CH:4][C:3]=1[C:13]([O:15][CH3:16])=[O:14], predict the reactants needed to synthesize it. The reactants are: [OH:1][C:2]1[C:11]2[C:6](=[CH:7][CH:8]=[CH:9][CH:10]=2)[C:5]([OH:12])=[CH:4][C:3]=1[C:13]([OH:15])=[O:14].[C:16]([O-])(O)=O.[Na+].CI.O.